Dataset: Full USPTO retrosynthesis dataset with 1.9M reactions from patents (1976-2016). Task: Predict the reactants needed to synthesize the given product. (1) Given the product [C:8]([C:4]1[CH:3]=[C:2]([CH:7]=[CH:6][CH:5]=1)[O:1][C@@H:12]([C:32]1[CH:37]=[CH:36][CH:35]=[CH:34][CH:33]=1)[CH2:13][N:14]1[CH2:19][CH2:18][CH:17]([C:20]2[CH:21]=[C:22]([NH:26][C:27](=[O:31])[CH:28]([CH3:30])[CH3:29])[CH:23]=[CH:24][CH:25]=2)[CH2:16][CH2:15]1)(=[O:10])[CH3:9], predict the reactants needed to synthesize it. The reactants are: [OH:1][C:2]1[CH:3]=[C:4]([C:8](=[O:10])[CH3:9])[CH:5]=[CH:6][CH:7]=1.O[C@H:12]([C:32]1[CH:37]=[CH:36][CH:35]=[CH:34][CH:33]=1)[CH2:13][N:14]1[CH2:19][CH2:18][CH:17]([C:20]2[CH:21]=[C:22]([NH:26][C:27](=[O:31])[CH:28]([CH3:30])[CH3:29])[CH:23]=[CH:24][CH:25]=2)[CH2:16][CH2:15]1. (2) Given the product [F:12][C:13]1[CH:18]=[CH:17][C:16]([NH:19][C:9]([C:6]2([C:4]([O:3][CH2:1][CH3:2])=[O:5])[CH2:7][CH2:8]2)=[O:11])=[CH:15][CH:14]=1, predict the reactants needed to synthesize it. The reactants are: [CH2:1]([O:3][C:4]([C:6]1([C:9]([OH:11])=O)[CH2:8][CH2:7]1)=[O:5])[CH3:2].[F:12][C:13]1[CH:18]=[CH:17][C:16]([NH2:19])=[CH:15][CH:14]=1.C1C=NC2N(O)N=NC=2C=1.CCN=C=NCCCN(C)C. (3) Given the product [O:1]=[C:2]1[CH2:7][CH2:6][CH2:5][C@H:4]([CH2:8][CH2:9][C:10](=[O:18])[CH2:11][C:12]2[CH:17]=[CH:16][CH:15]=[CH:14][CH:13]=2)[N:3]1[CH2:19][CH2:20][CH2:21][CH2:22][O:23][CH2:24][C:25]#[N:26], predict the reactants needed to synthesize it. The reactants are: [O:1]=[C:2]1[CH2:7][CH2:6][CH2:5][C@H:4](/[CH:8]=[CH:9]/[C:10](=[O:18])[CH2:11][C:12]2[CH:17]=[CH:16][CH:15]=[CH:14][CH:13]=2)[N:3]1[CH2:19][C:20]#[C:21][CH2:22][O:23][CH2:24][C:25]#[N:26].[H][H]. (4) The reactants are: I.[NH2:2][CH2:3][CH:4]1[CH2:9][CH2:8][CH2:7][CH:6]([N:10]2[C:19]3[C:14](=[CH:15][CH:16]=[CH:17][N:18]=3)[C:13]3=[N:20][O:21][C:22]([CH3:23])=[C:12]3[C:11]2=[O:24])[CH2:5]1.[C:25](O)(=[O:32])[C:26]1[CH:31]=[CH:30][CH:29]=[CH:28][CH:27]=1.Cl.CN(C)CCCN=C=NCC.ON1C2N=CC=CC=2N=N1.C(N(CC)C(C)C)(C)C. Given the product [CH3:23][C:22]1[O:21][N:20]=[C:13]2[C:14]3[C:19](=[N:18][CH:17]=[CH:16][CH:15]=3)[N:10]([CH:6]3[CH2:7][CH2:8][CH2:9][CH:4]([CH2:3][NH:2][C:25](=[O:32])[C:26]4[CH:31]=[CH:30][CH:29]=[CH:28][CH:27]=4)[CH2:5]3)[C:11](=[O:24])[C:12]=12, predict the reactants needed to synthesize it. (5) Given the product [Cl:10][C:5]1[C:6]([Cl:9])=[C:7]2[N:8]=[C:24]([C:23]3[CH:27]=[CH:28][C:20]([O:19][CH2:18][CH2:17][N:11]4[CH2:16][CH2:15][O:14][CH2:13][CH2:12]4)=[CH:21][CH:22]=3)[NH:1][C:2]2=[N:3][CH:4]=1, predict the reactants needed to synthesize it. The reactants are: [NH2:1][C:2]1[C:7]([NH2:8])=[C:6]([Cl:9])[C:5]([Cl:10])=[CH:4][N:3]=1.[N:11]1([CH2:17][CH2:18][O:19][C:20]2[CH:28]=[CH:27][C:23]([C:24](O)=O)=[CH:22][CH:21]=2)[CH2:16][CH2:15][O:14][CH2:13][CH2:12]1.